Dataset: Full USPTO retrosynthesis dataset with 1.9M reactions from patents (1976-2016). Task: Predict the reactants needed to synthesize the given product. Given the product [CH3:15][O:3][CH2:4][CH:5]1[CH2:7][CH:6]1[C:8]([O:10][CH2:11][CH3:12])=[O:9], predict the reactants needed to synthesize it. The reactants are: [H-].[Na+].[OH:3][CH2:4][CH:5]1[CH2:7][CH:6]1[C:8]([O:10][CH2:11][CH3:12])=[O:9].CI.[CH2:15](Br)C=C.C(Cl)C1C=CC=CC=1.